This data is from Peptide-MHC class I binding affinity with 185,985 pairs from IEDB/IMGT. The task is: Regression. Given a peptide amino acid sequence and an MHC pseudo amino acid sequence, predict their binding affinity value. This is MHC class I binding data. (1) The peptide sequence is VERLKHGTF. The MHC is HLA-A26:03 with pseudo-sequence HLA-A26:03. The binding affinity (normalized) is 0.0847. (2) The peptide sequence is ALYGVWPLLL. The MHC is HLA-A02:03 with pseudo-sequence HLA-A02:03. The binding affinity (normalized) is 0.814. (3) The peptide sequence is GFKLRSAVM. The binding affinity (normalized) is 0.520. The MHC is HLA-B08:01 with pseudo-sequence HLA-B08:01. (4) The peptide sequence is NSSYWRQGY. The MHC is HLA-A31:01 with pseudo-sequence HLA-A31:01. The binding affinity (normalized) is 0.0847.